Dataset: Full USPTO retrosynthesis dataset with 1.9M reactions from patents (1976-2016). Task: Predict the reactants needed to synthesize the given product. Given the product [CH:8]([C:7]1[CH:10]=[CH:11][C:4]([C:1]([O:3][CH2:18][C:19]2[CH:24]=[CH:23][CH:22]=[CH:21][CH:20]=2)=[O:2])=[CH:5][CH:6]=1)=[O:9], predict the reactants needed to synthesize it. The reactants are: [C:1]([C:4]1[CH:11]=[CH:10][C:7]([CH:8]=[O:9])=[CH:6][CH:5]=1)([OH:3])=[O:2].C(=O)([O-])[O-].[Cs+].[Cs+].[CH2:18](Br)[C:19]1[CH:24]=[CH:23][CH:22]=[CH:21][CH:20]=1.